This data is from Ames mutagenicity test results for genotoxicity prediction. The task is: Regression/Classification. Given a drug SMILES string, predict its toxicity properties. Task type varies by dataset: regression for continuous values (e.g., LD50, hERG inhibition percentage) or binary classification for toxic/non-toxic outcomes (e.g., AMES mutagenicity, cardiotoxicity, hepatotoxicity). Dataset: ames. (1) The result is 0 (non-mutagenic). The drug is O=C(O)c1cccnc1Nc1cccc(C(F)(F)F)c1. (2) The compound is N[C@@H](CSCc1ccccc1)C(=O)O. The result is 0 (non-mutagenic). (3) The drug is C[n+]1cccc2c1C=C[C@H]1O[C@@H]21. The result is 1 (mutagenic).